This data is from Forward reaction prediction with 1.9M reactions from USPTO patents (1976-2016). The task is: Predict the product of the given reaction. (1) Given the reactants [N:1]12[CH2:8][CH2:7][CH:4]([CH2:5][CH2:6]1)[C@@H:3]([O:9][C:10]([C:12]1([CH3:26])[C:25]3[CH:24]=[CH:23][CH:22]=[CH:21][C:20]=3[O:19][C:18]3[C:13]1=[CH:14][CH:15]=[CH:16][CH:17]=3)=[O:11])[CH2:2]2.[Br:27][CH2:28][CH:29]=[CH2:30], predict the reaction product. The product is: [Br-:27].[CH2:30]([N+:1]12[CH2:8][CH2:7][CH:4]([CH2:5][CH2:6]1)[C@@H:3]([O:9][C:10]([C:12]1([CH3:26])[C:13]3[CH:14]=[CH:15][CH:16]=[CH:17][C:18]=3[O:19][C:20]3[C:25]1=[CH:24][CH:23]=[CH:22][CH:21]=3)=[O:11])[CH2:2]2)[CH:29]=[CH2:28]. (2) Given the reactants [Br:1][C:2]1[N:3]=[CH:4][NH:5][CH:6]=1.I[CH2:8][CH:9]1[CH2:11][CH2:10]1, predict the reaction product. The product is: [Br:1][C:2]1[N:3]=[CH:4][N:5]([CH2:8][CH:9]2[CH2:11][CH2:10]2)[CH:6]=1.